From a dataset of Reaction yield outcomes from USPTO patents with 853,638 reactions. Predict the reaction yield, written as a fraction of the theoretical maximum amount of product (1.0 means a 100% yield; for example, 0.34 means a 34% yield). (1) The reactants are [CH2:1]([NH:5][C:6]1[N:7]=[CH:8][C:9]2[C:14]([C:15]3[CH:20]=[CH:19][C:18]([F:21])=[CH:17][CH:16]=3)=[CH:13][N:12]([C@H:22]3[CH2:27][CH2:26][C@H:25]([O:28][Si](C(C)(C)C)(C)C)[CH2:24][CH2:23]3)[C:10]=2[N:11]=1)[CH2:2][CH2:3][CH3:4]. The catalyst is CO.Cl. The product is [CH2:1]([NH:5][C:6]1[N:7]=[CH:8][C:9]2[C:14]([C:15]3[CH:20]=[CH:19][C:18]([F:21])=[CH:17][CH:16]=3)=[CH:13][N:12]([C@H:22]3[CH2:23][CH2:24][C@H:25]([OH:28])[CH2:26][CH2:27]3)[C:10]=2[N:11]=1)[CH2:2][CH2:3][CH3:4]. The yield is 0.360. (2) The reactants are [N+:1]([C:4]1[CH:9]=[CH:8][CH:7]=[CH:6][C:5]=1[C:10]1[N:11]=[C:12]2[N:17]=[CH:16][CH:15]=[CH:14][N:13]2[CH:18]=1)([O-])=O. The catalyst is CO. The product is [N:11]1[C:10]([C:5]2[CH:6]=[CH:7][CH:8]=[CH:9][C:4]=2[NH2:1])=[CH:18][N:13]2[CH:14]=[CH:15][CH:16]=[N:17][C:12]=12. The yield is 0.760. (3) The reactants are C([O:4][C@H:5]1[CH2:9][C@H:8]([CH2:10][OH:11])[O:7][C@H:6]1[N:12]1C=N[C:18]2[C:13]1=[N:14][CH:15]=[N:16][C:17]=2[NH:21][C@@H:22]1[C:30]2[C:25](=[CH:26][CH:27]=[CH:28][CH:29]=2)[CH2:24][CH2:23]1)(=O)C.C(N([CH2:36][CH3:37])CC)C.Cl[S:39]([NH2:42])(=[O:41])=[O:40].CN(C=[O:47])C. The catalyst is C(#N)C.CCOC(C)=O.O. The product is [S:39](=[O:41])(=[O:40])([O:11][CH2:10][C@H:8]1[C@@H:9]([OH:47])[C@@H:5]([OH:4])[C@H:6]([N:12]2[C:13]3[N:14]=[CH:15][N:16]=[C:17]([NH:21][C@@H:22]4[C:30]5[C:25](=[CH:26][CH:27]=[CH:28][CH:29]=5)[CH2:24][CH2:23]4)[C:18]=3[CH:37]=[CH:36]2)[O:7]1)[NH2:42]. The yield is 0.520. (4) The reactants are [Na].[SH:2][CH2:3][C:4]([O:6][CH2:7][CH3:8])=[O:5].Cl[C:10]1[C:19]2[C:14](=[CH:15][C:16]([O:20][CH3:21])=[CH:17][CH:18]=2)[CH2:13][CH2:12][C:11]=1[CH:22]=O.O. The catalyst is C(O)C. The product is [CH3:21][O:20][C:16]1[CH:15]=[C:14]2[C:19](=[CH:18][CH:17]=1)[C:10]1[S:2][C:3]([C:4]([O:6][CH2:7][CH3:8])=[O:5])=[CH:22][C:11]=1[CH2:12][CH2:13]2. The yield is 0.710.